Dataset: Full USPTO retrosynthesis dataset with 1.9M reactions from patents (1976-2016). Task: Predict the reactants needed to synthesize the given product. (1) Given the product [O:11]=[C:8]1[CH2:9][CH2:10][C:5]2([CH2:1][N:2]([C:17]([O:16][C:13]([CH3:15])([CH3:14])[CH3:12])=[O:18])[CH2:3][CH2:4]2)[CH2:6][CH2:7]1, predict the reactants needed to synthesize it. The reactants are: [CH2:1]1[C:5]2([CH2:10][CH2:9][C:8](=[O:11])[CH2:7][CH2:6]2)[CH2:4][CH2:3][NH:2]1.[CH3:12][C:13]([O:16][C:17](O[C:17]([O:16][C:13]([CH3:15])([CH3:14])[CH3:12])=[O:18])=[O:18])([CH3:15])[CH3:14].C([O-])([O-])=O.[Na+].[Na+]. (2) Given the product [CH3:1][C:2]1[CH:3]=[N:4][C:5]([CH2:11][S+:12]([O-:24])[C:13]2[N-:14][C:15]3[CH:16]=[CH:17][C:18]([O:22][CH3:23])=[CH:19][C:20]=3[N:21]=2)=[C:6]([CH3:10])[C:7]=1[O:8][CH3:9].[Na+:35], predict the reactants needed to synthesize it. The reactants are: [CH3:1][C:2]1[CH:3]=[N:4][C:5]([CH2:11][S+:12]([O-:24])[C:13]2[NH:14][C:15]3[CH:16]=[CH:17][C:18]([O:22][CH3:23])=[CH:19][C:20]=3[N:21]=2)=[C:6]([CH3:10])[C:7]=1[O:8][CH3:9].C(O)C.C(OCC)(=O)C.[OH-].[Na+:35]. (3) The reactants are: C(OC([N:8]1[CH2:13][CH2:12][N:11]([C:14]2[CH:19]=[C:18]([O:20][CH3:21])[C:17]([N:22]3[CH2:27][CH2:26][CH2:25][CH2:24][CH2:23]3)=[CH:16][C:15]=2[CH:28]2[CH2:33][C:32]([CH3:35])([CH3:34])[CH2:31][C:30]([CH3:37])([CH3:36])[CH2:29]2)[CH2:10][CH2:9]1)=O)(C)(C)C.FC(F)(F)C(O)=O.ClCCl.C(=O)([O-])O.[Na+]. Given the product [CH3:21][O:20][C:18]1[C:17]([N:22]2[CH2:23][CH2:24][CH2:25][CH2:26][CH2:27]2)=[CH:16][C:15]([CH:28]2[CH2:29][C:30]([CH3:36])([CH3:37])[CH2:31][C:32]([CH3:35])([CH3:34])[CH2:33]2)=[C:14]([N:11]2[CH2:10][CH2:9][NH:8][CH2:13][CH2:12]2)[CH:19]=1, predict the reactants needed to synthesize it. (4) Given the product [CH3:1][N:2]1[C:10]2[C:5](=[CH:6][CH:7]=[CH:8][CH:9]=2)[C:4]([CH2:11][NH:14][CH3:13])=[CH:3]1, predict the reactants needed to synthesize it. The reactants are: [CH3:1][N:2]1[C:10]2[C:5](=[CH:6][CH:7]=[CH:8][CH:9]=2)[C:4]([CH:11]=O)=[CH:3]1.[CH3:13][NH2:14].[BH4-].[Na+]. (5) Given the product [F:19][C:20]1[CH:21]=[CH:22][C:23]2=[C:24]([CH:44]=1)[O:25][CH2:26][C:27]1[CH:43]=[CH:42][CH:41]=[CH:40][C:28]=1/[C:29]/2=[CH:30]\[C:2]1[CH:7]=[CH:6][C:5]([NH:8][C@H:9]2[CH2:13][N:12]([CH3:14])[CH2:11][C@@H:10]2[OH:15])=[C:4]([N+:16]([O-:18])=[O:17])[CH:3]=1, predict the reactants needed to synthesize it. The reactants are: Br[C:2]1[CH:7]=[CH:6][C:5]([NH:8][C@H:9]2[CH2:13][N:12]([CH3:14])[CH2:11][C@@H:10]2[OH:15])=[C:4]([N+:16]([O-:18])=[O:17])[CH:3]=1.[F:19][C:20]1[CH:21]=[CH:22][C:23]2=[C:24]([CH:44]=1)[O:25][CH2:26][C:27]1[CH:43]=[CH:42][CH:41]=[CH:40][C:28]=1/[C:29]/2=[CH:30]\B1OC(C)(C)C(C)(C)O1.C1(P(C2C=CC=CC=2)C2C=CC=CC=2)C=CC=CC=1.C([O-])([O-])=O.[K+].[K+].